The task is: Predict which catalyst facilitates the given reaction.. This data is from Catalyst prediction with 721,799 reactions and 888 catalyst types from USPTO. (1) Reactant: [CH3:1][O:2][C:3]1[CH:12]=[C:11]2[C:6]([CH2:7][CH2:8][N:9]([C:13]([O:15][C:16]([CH3:19])([CH3:18])[CH3:17])=[O:14])[CH2:10]2)=[CH:5][C:4]=1[N+:20]([O-])=O. Product: [NH2:20][C:4]1[CH:5]=[C:6]2[C:11](=[CH:12][C:3]=1[O:2][CH3:1])[CH2:10][N:9]([C:13]([O:15][C:16]([CH3:19])([CH3:18])[CH3:17])=[O:14])[CH2:8][CH2:7]2. The catalyst class is: 94. (2) Reactant: [F:1][C:2]1[C:11]2[O:10][CH2:9][CH:8]([NH:12][CH2:13][CH2:14][CH2:15][C:16]3[C:24]4[C:19](=[CH:20][C:21]([F:25])=[CH:22][CH:23]=4)[NH:18][CH:17]=3)[CH2:7][C:6]=2[C:5]([C:26]([NH2:28])=[O:27])=[CH:4][CH:3]=1.[C:29]1(=O)[CH2:32][CH2:31][CH2:30]1.C(O)(=O)C.C([BH3-])#N.[Na+]. Product: [CH:29]1([N:12]([CH2:13][CH2:14][CH2:15][C:16]2[C:24]3[C:19](=[CH:20][C:21]([F:25])=[CH:22][CH:23]=3)[NH:18][CH:17]=2)[CH:8]2[CH2:7][C:6]3[C:5]([C:26]([NH2:28])=[O:27])=[CH:4][CH:3]=[C:2]([F:1])[C:11]=3[O:10][CH2:9]2)[CH2:32][CH2:31][CH2:30]1. The catalyst class is: 5. (3) Reactant: [F:1][C:2]1[CH:7]=[C:6]([C:8](=[O:11])[NH:9][CH3:10])[CH:5]=[C:4]([F:12])[C:3]=1[C:13]1[N:17]([CH2:18][C@@H:19]2[O:24][CH2:23][CH2:22][N:21]([C:25]([O:27][C:28](C)(C)C)=[O:26])[CH2:20]2)[C:16]2[CH:32]=[CH:33][C:34]([CH3:36])=[CH:35][C:15]=2[N:14]=1.Cl.C(N(C(C)C)CC)(C)C.ClC(OC)=O. Product: [F:12][C:4]1[CH:5]=[C:6]([C:8](=[O:11])[NH:9][CH3:10])[CH:7]=[C:2]([F:1])[C:3]=1[C:13]1[N:17]([CH2:18][C@@H:19]2[O:24][CH2:23][CH2:22][N:21]([C:25]([O:27][CH3:28])=[O:26])[CH2:20]2)[C:16]2[CH:32]=[CH:33][C:34]([CH3:36])=[CH:35][C:15]=2[N:14]=1. The catalyst class is: 98.